From a dataset of Forward reaction prediction with 1.9M reactions from USPTO patents (1976-2016). Predict the product of the given reaction. Given the reactants [OH:1][C:2]1[CH:3]=[C:4]([CH:10]=[C:11]([CH3:13])[CH:12]=1)[C:5]([O:7][CH2:8][CH3:9])=[O:6], predict the reaction product. The product is: [OH:1][CH:2]1[CH2:12][CH:11]([CH3:13])[CH2:10][CH:4]([C:5]([O:7][CH2:8][CH3:9])=[O:6])[CH2:3]1.